Dataset: Full USPTO retrosynthesis dataset with 1.9M reactions from patents (1976-2016). Task: Predict the reactants needed to synthesize the given product. (1) The reactants are: [CH2:1]([NH2:9])[CH2:2][C:3]1[CH:8]=[CH:7][CH:6]=[CH:5][CH:4]=1.[C:10](Cl)(=O)[CH3:11]. Given the product [CH3:10][CH:11]1[C:8]2[C:3](=[CH:4][CH:5]=[CH:6][CH:7]=2)[CH2:2][CH2:1][NH:9]1, predict the reactants needed to synthesize it. (2) Given the product [Cl:15][C:4]1[C:5]2[S:10][C:9]3[CH:11]=[CH:12][CH:13]=[CH:14][C:8]=3[C:6]=2[N:7]=[C:2]([C:37]2[CH:42]=[CH:41][CH:40]=[CH:39][CH:38]=2)[N:3]=1, predict the reactants needed to synthesize it. The reactants are: Br[C:2]1[N:3]=[C:4]([Cl:15])[C:5]2[S:10][C:9]3[CH:11]=[CH:12][CH:13]=[CH:14][C:8]=3[C:6]=2[N:7]=1.O1C=CC=C1P(C1OC=CC=1)C1OC=CC=1.C([Sn](CCCC)(CCCC)[C:37]1[CH:42]=[CH:41][CH:40]=[CH:39][CH:38]=1)CCC. (3) Given the product [F:16][C:17]([F:23])([F:22])[S:18]([O:15][C:12]1[CH:13]=[CH:14][C:9]([P:5]2(=[O:8])[CH2:6][CH2:7][N:2]([CH3:1])[CH2:3][CH2:4]2)=[CH:10][CH:11]=1)(=[O:20])=[O:19], predict the reactants needed to synthesize it. The reactants are: [CH3:1][N:2]1[CH2:7][CH2:6][P:5]([C:9]2[CH:14]=[CH:13][C:12]([OH:15])=[CH:11][CH:10]=2)(=[O:8])[CH2:4][CH2:3]1.[F:16][C:17]([F:23])([F:22])[S:18](N)(=[O:20])=[O:19]. (4) Given the product [N:5]([CH2:8][CH2:9][CH2:10][NH:11][C:12]1[N:13]=[C:14]([Cl:19])[N:15]=[C:16]([NH:4][CH2:3][CH2:1][OH:2])[N:17]=1)=[N+:6]=[N-:7], predict the reactants needed to synthesize it. The reactants are: [CH2:1]([CH2:3][NH2:4])[OH:2].[N:5]([CH2:8][CH2:9][CH2:10][NH:11][C:12]1[N:17]=[C:16](Cl)[N:15]=[C:14]([Cl:19])[N:13]=1)=[N+:6]=[N-:7].